Dataset: Full USPTO retrosynthesis dataset with 1.9M reactions from patents (1976-2016). Task: Predict the reactants needed to synthesize the given product. (1) Given the product [F:13][C:6]1([F:14])[C:5]2[C:9](=[CH:10][C:2]([NH:1][C:16](=[O:23])[C:17]3[CH:22]=[CH:21][N:20]=[CH:19][CH:18]=3)=[C:3]([OH:15])[CH:4]=2)[C:8]([F:11])([F:12])[O:7]1, predict the reactants needed to synthesize it. The reactants are: [NH2:1][C:2]1[CH:10]=[C:9]2[C:5]([C:6]([F:14])([F:13])[O:7][C:8]2([F:12])[F:11])=[CH:4][C:3]=1[OH:15].[C:16](O)(=[O:23])[C:17]1[CH:22]=[CH:21][N:20]=[CH:19][CH:18]=1.CCN=C=NCCCN(C)C.N1C=CC=CC=1. (2) Given the product [Br:1][C:2]1[CH:3]=[N:4][CH:5]=[C:6]2[C:11]=1[N:10]=[C:9]([C:12]([NH:61][CH:59]([C:55]1[CH:56]=[CH:57][CH:58]=[C:53]([S:50]([CH3:49])(=[O:52])=[O:51])[CH:54]=1)[CH3:60])=[O:14])[CH:8]=[CH:7]2, predict the reactants needed to synthesize it. The reactants are: [Br:1][C:2]1[CH:3]=[N:4][CH:5]=[C:6]2[C:11]=1[N:10]=[C:9]([C:12]([OH:14])=O)[CH:8]=[CH:7]2.C(N(CC)C(C)C)(C)C.F[P-](F)(F)(F)(F)F.N1(OC(N(C)C)=[N+](C)C)C2N=CC=CC=2N=N1.Cl.[CH3:49][S:50]([C:53]1[CH:54]=[C:55]([CH:59]([NH2:61])[CH3:60])[CH:56]=[CH:57][CH:58]=1)(=[O:52])=[O:51]. (3) Given the product [O:17]=[C:16]1[NH:18][C:8](=[O:10])[CH:7]([C@H:5]([CH3:6])[C:4]([O:3][CH2:1][CH3:2])=[O:14])[C:11](=[O:13])[NH:15]1, predict the reactants needed to synthesize it. The reactants are: [CH2:1]([O:3][C:4](=[O:14])[C@H:5]([CH:7]([C:11]([OH:13])=O)[C:8]([OH:10])=O)[CH3:6])[CH3:2].[NH2:15][C:16]([NH2:18])=[O:17]. (4) Given the product [Br:1][C:2]1[C:3](=[O:29])[N:4]([CH2:19][C:20]2[CH:28]=[CH:27][C:23]([CH2:24][OH:25])=[CH:22][CH:21]=2)[C:5]([CH3:18])=[CH:6][C:7]=1[O:8][CH2:9][C:10]1[CH:15]=[CH:14][C:13]([F:16])=[CH:12][C:11]=1[F:17], predict the reactants needed to synthesize it. The reactants are: [Br:1][C:2]1[C:3](=[O:29])[N:4]([CH2:19][C:20]2[CH:28]=[CH:27][C:23]([C:24](O)=[O:25])=[CH:22][CH:21]=2)[C:5]([CH3:18])=[CH:6][C:7]=1[O:8][CH2:9][C:10]1[CH:15]=[CH:14][C:13]([F:16])=[CH:12][C:11]=1[F:17].CSC.B. (5) Given the product [CH3:13][C:12]1([CH3:14])[O:7][C:3]2[CH:4]=[CH:5][CH:6]=[C:1]([OH:9])[C:2]=2[O:8]1, predict the reactants needed to synthesize it. The reactants are: [C:1]1([OH:9])[CH:6]=[CH:5][CH:4]=[C:3]([OH:7])[C:2]=1[OH:8].CO[C:12](OC)([CH3:14])[CH3:13]. (6) Given the product [C:61]([C@H:55]1[O:44][C:13](=[O:12])[CH2:14][C@H:15]([O:36][Si:37]([C:40]([CH3:41])([CH3:42])[CH3:43])([CH3:39])[CH3:38])[C:16]([CH3:34])([CH3:35])[C:17](=[O:33])[C@H:18]([CH3:32])[C@@H:19]([O:24][Si:25]([C:28]([CH3:30])([CH3:29])[CH3:31])([CH3:27])[CH3:26])[C@@H:20]([CH3:23])[CH:21]=[CH:60][CH2:59][C:58]([CH3:46])=[CH:57][CH2:56]1)(=[O:63])[CH3:62], predict the reactants needed to synthesize it. The reactants are: C([C@@H]([O:12][C:13](=[O:44])[CH2:14][C@H:15]([O:36][Si:37]([C:40]([CH3:43])([CH3:42])[CH3:41])([CH3:39])[CH3:38])[C:16]([CH3:35])([CH3:34])[C:17](=[O:33])[C@H:18]([CH3:32])[C@@H:19]([O:24][Si:25]([C:28]([CH3:31])([CH3:30])[CH3:29])([CH3:27])[CH3:26])[C@@H:20]([CH3:23])[CH:21]=C)C/C=C(/C)\CC=C)(=O)C.S[C:46]1N=CC=CC=1C(O)=O.[CH3:55][CH2:56][CH2:57][CH2:58][CH2:59][CH3:60].[CH2:61]([OH:63])[CH3:62]. (7) Given the product [C:1]([C:3]1[CH:38]=[CH:37][CH:36]=[CH:35][C:4]=1[CH2:5][N:6]1[C:11](=[O:12])[C:10]([C:13]([NH:15][CH2:16][C:17]([OH:19])=[O:18])=[O:14])=[C:9]([OH:24])[C:8]2[CH2:25][N:26]([C:28]([C:30]3[N:31]=[CH:32][S:33][CH:34]=3)=[O:29])[CH2:27][C:7]1=2)#[N:2], predict the reactants needed to synthesize it. The reactants are: [C:1]([C:3]1[CH:38]=[CH:37][CH:36]=[CH:35][C:4]=1[CH2:5][N:6]1[C:11](=[O:12])[C:10]([C:13]([NH:15][CH2:16][C:17]([O:19]C(C)(C)C)=[O:18])=[O:14])=[C:9]([OH:24])[C:8]2[CH2:25][N:26]([C:28]([C:30]3[N:31]=[CH:32][S:33][CH:34]=3)=[O:29])[CH2:27][C:7]1=2)#[N:2].C(O)(C(F)(F)F)=O.